From a dataset of Forward reaction prediction with 1.9M reactions from USPTO patents (1976-2016). Predict the product of the given reaction. (1) Given the reactants [C:1]([O:5][C:6]([N:8]1[CH2:13][CH2:12][N:11]([C:14]([O:16][C:17]([CH3:20])([CH3:19])[CH3:18])=[O:15])[CH2:10][CH:9]1[C:21](O)=[O:22])=[O:7])([CH3:4])([CH3:3])[CH3:2].CSC.B, predict the reaction product. The product is: [OH:22][CH2:21][CH:9]1[CH2:10][N:11]([C:14]([O:16][C:17]([CH3:19])([CH3:20])[CH3:18])=[O:15])[CH2:12][CH2:13][N:8]1[C:6]([O:5][C:1]([CH3:4])([CH3:3])[CH3:2])=[O:7]. (2) Given the reactants N1C2C(=CC=CC=2)C(C(=O)C)=CC=1.[CH3:14][N:15]1[C:23]2[C:18](=[C:19]([CH:24]([OH:26])[CH3:25])[CH:20]=[CH:21][CH:22]=2)[CH:17]=[CH:16]1, predict the reaction product. The product is: [CH3:14][N:15]1[C:23]2[C:18](=[C:19]([C:24](=[O:26])[CH3:25])[CH:20]=[CH:21][CH:22]=2)[CH:17]=[CH:16]1.